Dataset: Catalyst prediction with 721,799 reactions and 888 catalyst types from USPTO. Task: Predict which catalyst facilitates the given reaction. (1) Reactant: [CH2:1]([C:3]([F:30])([CH2:28][CH3:29])[CH2:4][N:5]1[CH2:10][CH2:9][CH:8]([CH2:11][O:12][C:13]2[N:14]=[CH:15][C:16]([C:19]3[CH:27]=[CH:26][C:22]([C:23]([OH:25])=O)=[CH:21][CH:20]=3)=[N:17][CH:18]=2)[CH2:7][CH2:6]1)[CH3:2].[NH:31]1[CH2:38][CH2:37][CH2:36][C@H:32]1[C:33]([NH2:35])=[O:34].C1C=CC2N(O)N=NC=2C=1.C(Cl)CCl.CCN(C(C)C)C(C)C. Product: [CH2:28]([C:3]([F:30])([CH2:1][CH3:2])[CH2:4][N:5]1[CH2:10][CH2:9][CH:8]([CH2:11][O:12][C:13]2[N:14]=[CH:15][C:16]([C:19]3[CH:27]=[CH:26][C:22]([C:23]([N:31]4[CH2:38][CH2:37][CH2:36][C@H:32]4[C:33]([NH2:35])=[O:34])=[O:25])=[CH:21][CH:20]=3)=[N:17][CH:18]=2)[CH2:7][CH2:6]1)[CH3:29]. The catalyst class is: 34. (2) Reactant: [CH:1]1([N:5]2[CH2:11][CH2:10][C:9]3[CH:12]=[C:13]([OH:16])[CH:14]=[CH:15][C:8]=3[CH2:7][CH2:6]2)[CH2:4][CH2:3][CH2:2]1.Cl[C:18]1[N:23]=[C:22]([C:24]([O:26][CH3:27])=[O:25])[C:21]([C:28]([O:30][CH3:31])=[O:29])=[CH:20][CH:19]=1.C(=O)([O-])[O-].[Cs+].[Cs+]. Product: [CH:1]1([N:5]2[CH2:6][CH2:7][C:8]3[CH:15]=[CH:14][C:13]([O:16][C:18]4[N:23]=[C:22]([C:24]([O:26][CH3:27])=[O:25])[C:21]([C:28]([O:30][CH3:31])=[O:29])=[CH:20][CH:19]=4)=[CH:12][C:9]=3[CH2:10][CH2:11]2)[CH2:4][CH2:3][CH2:2]1. The catalyst class is: 3. (3) Reactant: Cl.[NH2:2][CH2:3][C:4]([O:6][CH2:7][CH3:8])=[O:5].Cl[C:10]1[CH:15]=[CH:14][C:13]([C:22]2[CH:27]=[CH:26][CH:25]=[CH:24][CH:23]=2)([C:16]2[CH:21]=[CH:20][CH:19]=[CH:18][CH:17]=2)[CH2:12][C:11]=1[CH:28]=O. Product: [C:16]1([C:13]2([C:22]3[CH:23]=[CH:24][CH:25]=[CH:26][CH:27]=3)[CH:14]=[CH:15][C:10]3[C:11](=[CH:28][NH:2][C:3]=3[C:4]([O:6][CH2:7][CH3:8])=[O:5])[CH2:12]2)[CH:17]=[CH:18][CH:19]=[CH:20][CH:21]=1. The catalyst class is: 9. (4) Reactant: Cl[C:2]1[N:7]=[C:6]([N:8]2[CH2:13][CH2:12][N:11]([C:14]([O:16][C:17]([CH3:20])([CH3:19])[CH3:18])=[O:15])[CH2:10][CH2:9]2)[CH:5]=[N:4][CH:3]=1.[F:21][C:22]1[CH:27]=[C:26]([F:28])[CH:25]=[CH:24][C:23]=1OB(O)O.C(=O)([O-])[O-].[Na+].[Na+].C1(C)C=CC=CC=1. Product: [F:21][C:22]1[CH:27]=[C:26]([F:28])[CH:25]=[CH:24][C:23]=1[C:2]1[N:7]=[C:6]([N:8]2[CH2:13][CH2:12][N:11]([C:14]([O:16][C:17]([CH3:20])([CH3:19])[CH3:18])=[O:15])[CH2:10][CH2:9]2)[CH:5]=[N:4][CH:3]=1. The catalyst class is: 6. (5) Reactant: [CH2:1]([O:3][C:4]([N:6]1[CH2:11][CH2:10][C@H:9]([NH:12][S:13]([C:16]2[C:25]3[C:20](=[CH:21][CH:22]=[CH:23][CH:24]=3)[C:19]([NH:26][C:27](=[O:35])[C:28]3[CH:33]=[CH:32][CH:31]=[CH:30][C:29]=3[CH3:34])=[CH:18][CH:17]=2)(=[O:15])=[O:14])[C@H:8]([C:36](OCC)=[O:37])[CH2:7]1)=[O:5])[CH3:2].C(OC(N1CCC(N)CC1)=O)(C)(C)C.N(C(C)C)=C=O.[BH4-].[Li+]. The catalyst class is: 1. Product: [CH2:1]([O:3][C:4]([N:6]1[CH2:11][CH2:10][C@H:9]([NH:12][S:13]([C:16]2[C:25]3[C:20](=[CH:21][CH:22]=[CH:23][CH:24]=3)[C:19]([NH:26][C:27](=[O:35])[C:28]3[CH:33]=[CH:32][CH:31]=[CH:30][C:29]=3[CH3:34])=[CH:18][CH:17]=2)(=[O:14])=[O:15])[C@H:8]([CH2:36][OH:37])[CH2:7]1)=[O:5])[CH3:2].